This data is from Catalyst prediction with 721,799 reactions and 888 catalyst types from USPTO. The task is: Predict which catalyst facilitates the given reaction. (1) Reactant: C([O:3][P:4]([C:9]1[CH:18]=[CH:17][C:16]2[C:11](=[C:12]([C:20]3[C:29]4[C:24](=[CH:25][CH:26]=[CH:27][CH:28]=4)[CH:23]=[CH:22][CH:21]=3)[CH:13]=[C:14]([NH2:19])[CH:15]=2)[N:10]=1)(=[O:8])[O:5]CC)C.Br[Si](C)(C)C. Product: [NH2:19][C:14]1[CH:15]=[C:16]2[C:11](=[C:12]([C:20]3[C:29]4[C:24](=[CH:25][CH:26]=[CH:27][CH:28]=4)[CH:23]=[CH:22][CH:21]=3)[CH:13]=1)[N:10]=[C:9]([P:4](=[O:3])([OH:5])[OH:8])[CH:18]=[CH:17]2. The catalyst class is: 2. (2) Reactant: C([O:5][C:6]([N:8]1[CH2:12][CH2:11][C@H:10]([NH2:13])[CH2:9]1)=[O:7])(C)(C)C.Cl[C:15]1[CH:20]=[CH:19][C:18]([N+:21]([O-:23])=[O:22])=[CH:17][N:16]=1.C(=O)([O-])[O-].[K+].[K+]. Product: [N+:21]([C:18]1[CH:19]=[CH:20][C:15]([NH:13][C@H:10]2[CH2:11][CH2:12][N:8]([C:6]([OH:5])=[O:7])[CH2:9]2)=[N:16][CH:17]=1)([O-:23])=[O:22]. The catalyst class is: 1. (3) Reactant: [OH:1][CH:2]([CH2:18][N:19]1[CH2:24][CH2:23][O:22][CH2:21][CH2:20]1)[CH2:3][N:4]1[CH2:10][CH2:9][CH2:8][C:7]2[NH:11][C:12]([CH:15]=O)=[C:13]([CH3:14])[C:6]=2[C:5]1=[O:17].[F:25][C:26]1[CH:27]=[C:28]2[C:32](=[CH:33][CH:34]=1)[NH:31][C:30](=[O:35])[CH2:29]2.N1CCCCC1. Product: [F:25][C:26]1[CH:27]=[C:28]2[C:32](=[CH:33][CH:34]=1)[NH:31][C:30](=[O:35])[C:29]2=[CH:15][C:12]1[NH:11][C:7]2[CH2:8][CH2:9][CH2:10][N:4]([CH2:3][CH:2]([OH:1])[CH2:18][N:19]3[CH2:20][CH2:21][O:22][CH2:23][CH2:24]3)[C:5](=[O:17])[C:6]=2[C:13]=1[CH3:14]. The catalyst class is: 8. (4) Reactant: I[C:2]1[N:6]2[CH:7]=[C:8]([C:16]3[CH:21]=[CH:20][CH:19]=[CH:18][CH:17]=3)[N:9]=[C:10]([NH:11][CH2:12][CH:13]([CH3:15])[CH3:14])[C:5]2=[N:4][CH:3]=1.C(=O)([O-])[O-].[K+].[K+].[C:28]([C:31]1[CH:36]=[CH:35][C:34](B(O)O)=[CH:33][CH:32]=1)([OH:30])=[O:29].O. Product: [CH2:12]([NH:11][C:10]1[C:5]2[N:6]([C:2]([C:34]3[CH:35]=[CH:36][C:31]([C:28]([OH:30])=[O:29])=[CH:32][CH:33]=3)=[CH:3][N:4]=2)[CH:7]=[C:8]([C:16]2[CH:21]=[CH:20][CH:19]=[CH:18][CH:17]=2)[N:9]=1)[CH:13]([CH3:15])[CH3:14]. The catalyst class is: 37. (5) Reactant: C(O)[C@@H]([C@H]([C@@H](CO)O)O)[OH:3].[OH2:11].O.O.O.O.O.[Cl-].[Cr+3:18].[Cl-].[Cl-].[OH-].[Na+].[CH2:23]([OH:32])[C@@H:24]([C@H:26]([C@@H:28]([CH2:30][OH:31])[OH:29])[OH:27])[OH:25].[Cr]. Product: [OH-:3].[CH2:23]([OH:32])[C@@H:24]([C@H:26]([C@@H:28]([CH2:30][OH:31])[OH:29])[OH:27])[OH:25].[Cr+3:18].[OH-:11].[OH-:3]. The catalyst class is: 6. (6) Reactant: [CH3:1][O:2][C:3]1[CH:4]=[C:5]2[C:10](=[CH:11][C:12]=1[O:13][CH3:14])[N:9]=[CH:8][N:7]=[C:6]2[O:15][C:16]1[CH:17]=[C:18]([CH:20]=[CH:21][CH:22]=1)[NH2:19].[C:23]([C:27]1[CH:31]=[C:30]([NH:32][C:33](=O)[O:34]C2C=CC=CC=2)[N:29]([C:42]2[CH:43]=[N:44][C:45]([CH3:48])=[CH:46][CH:47]=2)[N:28]=1)([CH3:26])([CH3:25])[CH3:24]. Product: [C:23]([C:27]1[CH:31]=[C:30]([NH:32][C:33]([NH:19][C:18]2[CH:20]=[CH:21][CH:22]=[C:16]([O:15][C:6]3[C:5]4[C:10](=[CH:11][C:12]([O:13][CH3:14])=[C:3]([O:2][CH3:1])[CH:4]=4)[N:9]=[CH:8][N:7]=3)[CH:17]=2)=[O:34])[N:29]([C:42]2[CH:43]=[N:44][C:45]([CH3:48])=[CH:46][CH:47]=2)[N:28]=1)([CH3:26])([CH3:25])[CH3:24]. The catalyst class is: 230. (7) Reactant: [F:1][C:2]1[CH:33]=[C:32]([F:34])[CH:31]=[CH:30][C:3]=1[C:4]([NH:6][C:7]1[CH:29]=[CH:28][C:10]([CH2:11][N:12]2[C:20]3[C:15](=[CH:16][CH:17]=[C:18]([F:21])[CH:19]=3)[C:14]([CH2:22][C:23]([O:25]CC)=[O:24])=[N:13]2)=[CH:9][CH:8]=1)=[O:5].O.[OH-].[Li+].O.Cl. Product: [F:1][C:2]1[CH:33]=[C:32]([F:34])[CH:31]=[CH:30][C:3]=1[C:4]([NH:6][C:7]1[CH:29]=[CH:28][C:10]([CH2:11][N:12]2[C:20]3[C:15](=[CH:16][CH:17]=[C:18]([F:21])[CH:19]=3)[C:14]([CH2:22][C:23]([OH:25])=[O:24])=[N:13]2)=[CH:9][CH:8]=1)=[O:5]. The catalyst class is: 7.